From a dataset of Peptide-MHC class I binding affinity with 185,985 pairs from IEDB/IMGT. Regression. Given a peptide amino acid sequence and an MHC pseudo amino acid sequence, predict their binding affinity value. This is MHC class I binding data. (1) The peptide sequence is TIAGGVCYY. The MHC is HLA-A03:01 with pseudo-sequence HLA-A03:01. The binding affinity (normalized) is 0.580. (2) The peptide sequence is EFIPNLFCM. The MHC is HLA-A29:02 with pseudo-sequence HLA-A29:02. The binding affinity (normalized) is 0.213. (3) The peptide sequence is DTLLFFLAL. The MHC is HLA-B15:03 with pseudo-sequence HLA-B15:03. The binding affinity (normalized) is 0.349. (4) The peptide sequence is RIRTWKSLVK. The MHC is HLA-B08:01 with pseudo-sequence HLA-B08:01. The binding affinity (normalized) is 0.0287.